Dataset: Full USPTO retrosynthesis dataset with 1.9M reactions from patents (1976-2016). Task: Predict the reactants needed to synthesize the given product. (1) Given the product [Cl:8][C:7]1[N:6]=[C:5]2[CH:9]=[N:10][CH:11]=[CH:12][C:4]2=[N:3][C:2]=1[NH:17][CH:13]1[CH2:16][CH2:15][CH2:14]1, predict the reactants needed to synthesize it. The reactants are: Cl[C:2]1[N:3]=[C:4]2[CH:12]=[CH:11][N:10]=[CH:9][C:5]2=[N:6][C:7]=1[Cl:8].[CH:13]1([NH2:17])[CH2:16][CH2:15][CH2:14]1.CCN(C(C)C)C(C)C.[NH4+].[Cl-]. (2) Given the product [Cl:30][C:19]1[CH:20]=[C:21]([C:22]2[C:27]([CH3:28])=[CH:26][CH:25]=[CH:24][C:23]=2[CH3:29])[C:15]2[O:14][CH:13]([CH2:12][N:31]3[CH2:36][CH2:35][CH2:34][CH2:33][CH2:32]3)[CH2:17][C:16]=2[CH:18]=1, predict the reactants needed to synthesize it. The reactants are: CC1C=CC(S(O[CH2:12][CH:13]2[CH2:17][C:16]3[CH:18]=[C:19]([Cl:30])[CH:20]=[C:21]([C:22]4[C:27]([CH3:28])=[CH:26][CH:25]=[CH:24][C:23]=4[CH3:29])[C:15]=3[O:14]2)(=O)=O)=CC=1.[NH:31]1[CH2:36][CH2:35][CH2:34][CH2:33][CH2:32]1. (3) Given the product [OH:18][CH2:17][C:16]1[CH:20]=[C:21]([CH:22]=[C:14]([C:13]([N:8]2[CH2:9][CH2:10][CH2:11][C@@H:7]2[C:4]2[S:5][CH:6]=[C:2]([CH3:1])[N:3]=2)=[O:12])[CH:15]=1)[C:23]([O:25][CH3:26])=[O:24], predict the reactants needed to synthesize it. The reactants are: [CH3:1][C:2]1[N:3]=[C:4]([C@H:7]2[CH2:11][CH2:10][CH2:9][NH:8]2)[S:5][CH:6]=1.[OH:12][CH2:13][C:14]1[CH:15]=[C:16]([CH:20]=[C:21]([C:23]([O:25][CH3:26])=[O:24])[CH:22]=1)[C:17](O)=[O:18].C1C=CC2N(O)N=NC=2C=1.CCN=C=NCCCN(C)C. (4) Given the product [C:1]([O:5][C:6](=[O:26])[NH:7][C@H:8]([C:10]1[N:18]([CH:19]2[CH2:24][CH2:23][CH2:22][O:21][CH2:20]2)[C:13]2[CH:14]=[CH:15][CH:16]=[CH:17][C:12]=2[N:11]=1)[CH3:9])([CH3:4])([CH3:3])[CH3:2], predict the reactants needed to synthesize it. The reactants are: [C:1]([O:5][C:6](=[O:26])[NH:7][C@H:8]([C:10](=O)[NH:11][C:12]1[CH:17]=[CH:16][CH:15]=[CH:14][C:13]=1[NH:18][CH:19]1[CH2:24][CH2:23][CH2:22][O:21][CH2:20]1)[CH3:9])([CH3:4])([CH3:3])[CH3:2]. (5) Given the product [CH3:33][N:34]1[C:42]2[C:37](=[CH:38][CH:39]=[CH:40][C:41]=2[CH2:43][N:6]2[C:7]3[CH:12]=[CH:11][CH:10]=[CH:9][C:8]=3[N:4]([C:1]([CH3:3])=[CH2:2])[C:5]2=[O:13])[CH:36]=[C:35]1[CH3:45], predict the reactants needed to synthesize it. The reactants are: [C:1]([N:4]1[C:8]2[CH:9]=[CH:10][CH:11]=[CH:12][C:7]=2[NH:6][C:5]1=[O:13])([CH3:3])=[CH2:2].C1(P(C2C=CC=CC=2)C2C=CC=CC=2)C=CC=CC=1.[CH3:33][N:34]1[C:42]2[C:37](=[CH:38][CH:39]=[CH:40][C:41]=2[CH2:43]O)[CH:36]=[C:35]1[CH3:45].N(C(OC(C)C)=O)=NC(OC(C)C)=O. (6) Given the product [CH2:1]([O:8][C:9]1[CH:18]=[C:17]2[C:12]([C:13]3[N:21]4[CH2:22][CH2:23][N:24]([C:25]([O:26][C:27]([CH3:30])([CH3:29])[CH3:28])=[O:31])[CH2:32][C:20]4=[N:19][C:14]=3[CH:15]=[N:16]2)=[CH:11][CH:10]=1)[C:2]1[CH:7]=[CH:6][CH:5]=[CH:4][CH:3]=1, predict the reactants needed to synthesize it. The reactants are: [CH2:1]([O:8][C:9]1[CH:10]=[CH:11][C:12]2[C:13]3[N:21]([CH2:22][CH2:23][NH:24][C:25](=[O:31])[O:26][C:27]([CH3:30])([CH3:29])[CH3:28])[C:20]([CH2:32]Cl)=[N:19][C:14]=3[CH:15]=[N:16][C:17]=2[CH:18]=1)[C:2]1[CH:7]=[CH:6][CH:5]=[CH:4][CH:3]=1.CC(C)([O-])C.[K+]. (7) The reactants are: [CH3:1][C:2]([NH:6][C:7]([NH:9][C:10]([CH3:14])([CH3:13])[CH2:11][CH3:12])=[O:8])([CH3:5])[CH2:3][CH3:4].[C:15](Cl)(=[O:20])[CH2:16][C:17](Cl)=[O:18]. Given the product [CH3:5][C:2]([N:6]1[C:17](=[O:18])[CH2:16][C:15](=[O:20])[N:9]([C:10]([CH3:13])([CH3:14])[CH2:11][CH3:12])[C:7]1=[O:8])([CH3:1])[CH2:3][CH3:4], predict the reactants needed to synthesize it. (8) Given the product [NH2:16][C:10]1[C:9]([C:7]([CH:1]2[CH2:6][CH2:5][CH2:4][CH2:3][CH2:2]2)=[O:8])=[CH:14][CH:13]=[CH:12][N:11]=1, predict the reactants needed to synthesize it. The reactants are: [CH:1]1([C:7]([C:9]2[C:10](F)=[N:11][CH:12]=[CH:13][CH:14]=2)=[O:8])[CH2:6][CH2:5][CH2:4][CH2:3][CH2:2]1.[NH3:16].CO. (9) Given the product [F:1][C:2]([F:18])([F:19])[C:3]1[CH:8]=[CH:7][CH:6]=[CH:5][C:4]=1[O:9][C:10]1[CH:11]=[C:12]([CH:15]=[CH:16][CH:17]=1)[CH2:13][NH2:14], predict the reactants needed to synthesize it. The reactants are: [F:1][C:2]([F:19])([F:18])[C:3]1[CH:8]=[CH:7][CH:6]=[CH:5][C:4]=1[O:9][C:10]1[CH:11]=[C:12]([CH:15]=[CH:16][CH:17]=1)[C:13]#[N:14].C1COCC1.[H-].[Al+3].[Li+].[H-].[H-].[H-].[OH-].[Na+]. (10) Given the product [CH3:1][O:2][C:3]1[CH:4]=[C:5]2[C:10](=[CH:11][C:12]=1[O:13][CH3:14])[N:9]=[CH:8][CH:7]=[C:6]2[O:15][C:16]1[CH:23]=[CH:22][C:21]([I:24])=[CH:20][C:17]=1[CH:18]([OH:19])[CH2:25][CH3:26], predict the reactants needed to synthesize it. The reactants are: [CH3:1][O:2][C:3]1[CH:4]=[C:5]2[C:10](=[CH:11][C:12]=1[O:13][CH3:14])[N:9]=[CH:8][CH:7]=[C:6]2[O:15][C:16]1[CH:23]=[CH:22][C:21]([I:24])=[CH:20][C:17]=1[CH:18]=[O:19].[CH2:25]([Mg]Br)[CH3:26].O.